This data is from Forward reaction prediction with 1.9M reactions from USPTO patents (1976-2016). The task is: Predict the product of the given reaction. (1) Given the reactants [F:1][C:2]1[CH:3]=[C:4]2[C:9](=[CH:10][C:11]=1[CH3:12])[NH:8][C:7](=[O:13])[CH2:6][CH2:5]2.[H-].[Na+].Cl[CH2:17][CH2:18][CH2:19]I.[CH2:21]([CH:25]1[CH2:30][CH2:29][NH:28][CH2:27][CH2:26]1)[CH2:22][CH2:23][CH3:24].[Na+].[I-].C([O-])([O-])=O.[K+].[K+], predict the reaction product. The product is: [CH2:21]([CH:25]1[CH2:30][CH2:29][N:28]([CH2:17][CH2:18][CH2:19][N:8]2[C:9]3[C:4](=[CH:3][C:2]([F:1])=[C:11]([CH3:12])[CH:10]=3)[CH2:5][CH2:6][C:7]2=[O:13])[CH2:27][CH2:26]1)[CH2:22][CH2:23][CH3:24]. (2) The product is: [Cl:1][C:2]1[CH:9]=[C:8]([N:10]([CH2:16][C:17]2[CH:22]=[CH:21][CH:20]=[CH:19][C:18]=2[Cl:23])[C@H:11]2[CH2:15][CH2:14][N:13]([S:25]([C:28]3[CH:32]=[CH:31][S:30][C:29]=3[C:33]([O:35][CH3:36])=[O:34])(=[O:26])=[O:27])[CH2:12]2)[CH:7]=[CH:6][C:3]=1[C:4]#[N:5]. Given the reactants [Cl:1][C:2]1[CH:9]=[C:8]([N:10]([CH2:16][C:17]2[CH:22]=[CH:21][CH:20]=[CH:19][C:18]=2[Cl:23])[C@H:11]2[CH2:15][CH2:14][NH:13][CH2:12]2)[CH:7]=[CH:6][C:3]=1[C:4]#[N:5].Cl[S:25]([C:28]1[CH:32]=[CH:31][S:30][C:29]=1[C:33]([O:35][CH3:36])=[O:34])(=[O:27])=[O:26], predict the reaction product.